Dataset: Retrosynthesis with 50K atom-mapped reactions and 10 reaction types from USPTO. Task: Predict the reactants needed to synthesize the given product. (1) Given the product CC(=O)O[C@@H]1CS[C@@H](Sc2ccccc2[N+](=O)[O-])[C@H](OC(C)=O)[C@H]1OC(C)=O, predict the reactants needed to synthesize it. The reactants are: CC(=O)O[C@@H]1CS[C@H](Br)[C@H](OC(C)=O)[C@H]1OC(C)=O.O=[N+]([O-])c1ccccc1S. (2) The reactants are: CCOC(=O)C(Br)CCC(Br)C(=O)OCC.COc1ccccc1N. Given the product CCOC(=O)[C@@H]1CC[C@H](C(=O)OCC)N1c1ccccc1OC, predict the reactants needed to synthesize it. (3) Given the product CCc1c(C)nc(-c2cccs2)nc1Nc1ccc(CC(N)=O)cc1, predict the reactants needed to synthesize it. The reactants are: CCN(C(C)C)C(C)C.CCc1c(C)nc(-c2cccs2)nc1Nc1ccc(CC(=O)O)cc1.